Dataset: Full USPTO retrosynthesis dataset with 1.9M reactions from patents (1976-2016). Task: Predict the reactants needed to synthesize the given product. Given the product [Br:1][C:2]1[CH:13]=[CH:12][CH:11]=[CH:10][C:3]=1[O:4][CH:5]1[CH2:9][CH2:8][N:7]([CH2:15][CH2:16][O:17][CH3:18])[CH2:6]1, predict the reactants needed to synthesize it. The reactants are: [Br:1][C:2]1[CH:13]=[CH:12][CH:11]=[CH:10][C:3]=1[O:4][CH:5]1[CH2:9][CH2:8][NH:7][CH2:6]1.Br[CH2:15][CH2:16][O:17][CH3:18].C(=O)([O-])[O-].[K+].[K+].CN(C)C=O.